From a dataset of Full USPTO retrosynthesis dataset with 1.9M reactions from patents (1976-2016). Predict the reactants needed to synthesize the given product. (1) Given the product [CH:35]1([S:9]([C:7]2[CH:8]=[C:3]([C:1]#[N:2])[CH:4]=[CH:5][C:6]=2[C@@H:12]2[C:17]([C:18]#[N:19])=[C:16]([CH3:20])[N:15]([C:21]3[CH:26]=[CH:25][CH:24]=[C:23]([C:27]([F:29])([F:30])[F:28])[CH:22]=3)[C:14](=[O:31])[N:13]2[CH3:32])(=[O:11])=[O:10])[CH2:38][CH2:37][CH2:36]1, predict the reactants needed to synthesize it. The reactants are: [C:1]([C:3]1[CH:4]=[CH:5][C:6]([C@@H:12]2[C:17]([C:18]#[N:19])=[C:16]([CH3:20])[N:15]([C:21]3[CH:26]=[CH:25][CH:24]=[C:23]([C:27]([F:30])([F:29])[F:28])[CH:22]=3)[C:14](=[O:31])[N:13]2[CH3:32])=[C:7]([S:9]([O-:11])=[O:10])[CH:8]=1)#[N:2].[Na+].Br[CH:35]1[CH2:38][CH2:37][CH2:36]1. (2) Given the product [Br:11][C:12]1[CH:13]=[C:14]([CH:15]=[CH:16][CH:17]=1)[CH2:18][O:10][C:6]1[CH:5]=[C:4]([NH2:1])[CH:9]=[CH:8][CH:7]=1, predict the reactants needed to synthesize it. The reactants are: [N+:1]([C:4]1[CH:5]=[C:6]([OH:10])[CH:7]=[CH:8][CH:9]=1)([O-])=O.[Br:11][C:12]1[CH:17]=[CH:16][CH:15]=[C:14]([CH2:18]Br)[CH:13]=1.BrCC1C=CC=C(F)C=1. (3) Given the product [Cl:1][C:2]1[C:7]([N:8]2[CH2:9][CH2:10][CH:11]([C:14]3[C:19]([F:20])=[CH:18][CH:17]=[C:16]([F:21])[C:15]=3[O:22][CH:23]([F:25])[F:24])[CH2:12][CH2:13]2)=[CH:6][N:5]=[N:4][C:3]=1[NH:26][NH:27][C:42](=[O:43])[CH2:41][C:40]([F:46])([F:45])[F:39], predict the reactants needed to synthesize it. The reactants are: [Cl:1][C:2]1[C:7]([N:8]2[CH2:13][CH2:12][CH:11]([C:14]3[C:19]([F:20])=[CH:18][CH:17]=[C:16]([F:21])[C:15]=3[O:22][CH:23]([F:25])[F:24])[CH2:10][CH2:9]2)=[CH:6][N:5]=[N:4][C:3]=1[NH:26][NH2:27].C(=O)([O-])[O-].[Na+].[Na+].C1COCC1.[F:39][C:40]([F:46])([F:45])[CH2:41][C:42](Cl)=[O:43]. (4) Given the product [CH3:1][C:2]1[N:3]([CH2:16][CH2:17][CH3:18])[N:4]=[C:5]2[C:14]=1[C:13]1[CH:12]=[CH:11][CH:10]=[CH:9][C:8]=1[N:7]=[C:6]2[N:15]([C:19]([O:21][C:22]([CH3:25])([CH3:24])[CH3:23])=[O:20])[C:19]([O:21][C:22]([CH3:25])([CH3:24])[CH3:23])=[O:20], predict the reactants needed to synthesize it. The reactants are: [CH3:1][C:2]1[N:3]([CH2:16][CH2:17][CH3:18])[N:4]=[C:5]2[C:14]=1[C:13]1[CH:12]=[CH:11][CH:10]=[CH:9][C:8]=1[N:7]=[C:6]2[NH2:15].[C:19](O[C:19]([O:21][C:22]([CH3:25])([CH3:24])[CH3:23])=[O:20])([O:21][C:22]([CH3:25])([CH3:24])[CH3:23])=[O:20]. (5) Given the product [OH:12][CH2:11][C:9]1[CH:8]=[CH:7][N:6]=[C:5]([NH:4][C:1](=[O:3])[CH3:2])[CH:10]=1, predict the reactants needed to synthesize it. The reactants are: [C:1]([NH:4][C:5]1[CH:10]=[C:9]([CH2:11][O:12]C(=O)C)[CH:8]=[CH:7][N:6]=1)(=[O:3])[CH3:2].[OH-].[NH4+]. (6) Given the product [F:54][C:36]1([F:35])[C:40]2[N:41]([CH2:48][C:49]([NH:8][C@H:9]([C:19]3[C:24]([C:25]4[CH:26]=[CH:27][C:28]([F:34])=[C:29]([CH:33]=4)[C:30]([NH2:32])=[O:31])=[CH:23][CH:22]=[CH:21][N:20]=3)[CH2:10][C:11]3[CH:12]=[C:13]([F:18])[CH:14]=[C:15]([F:17])[CH:16]=3)=[O:50])[N:42]=[C:43]([C:44]([F:45])([F:46])[F:47])[C:39]=2[CH2:38][CH2:37]1, predict the reactants needed to synthesize it. The reactants are: FC(F)(F)C(O)=O.[NH2:8][C@H:9]([C:19]1[C:24]([C:25]2[CH:26]=[CH:27][C:28]([F:34])=[C:29]([CH:33]=2)[C:30]([NH2:32])=[O:31])=[CH:23][CH:22]=[CH:21][N:20]=1)[CH2:10][C:11]1[CH:16]=[C:15]([F:17])[CH:14]=[C:13]([F:18])[CH:12]=1.[F:35][C:36]1([F:54])[C:40]2[N:41]([CH2:48][C:49](OCC)=[O:50])[N:42]=[C:43]([C:44]([F:47])([F:46])[F:45])[C:39]=2[CH2:38][CH2:37]1. (7) Given the product [C:1]([O:5][C:6]([N:8]1[CH2:13][CH2:12][CH:11]([NH:14][CH2:20][C:19]2[CH:22]=[CH:23][C:16]([CH3:15])=[C:17]([N+:24]([O-:26])=[O:25])[CH:18]=2)[CH2:10][CH2:9]1)=[O:7])([CH3:4])([CH3:2])[CH3:3], predict the reactants needed to synthesize it. The reactants are: [C:1]([O:5][C:6]([N:8]1[CH2:13][CH2:12][CH:11]([NH2:14])[CH2:10][CH2:9]1)=[O:7])([CH3:4])([CH3:3])[CH3:2].[CH3:15][C:16]1[CH:23]=[CH:22][C:19]([CH:20]=O)=[CH:18][C:17]=1[N+:24]([O-:26])=[O:25].[BH4-].[Na+].C(O)(=O)C. (8) Given the product [Br:25][CH2:1][C:2]1[C:7](=[O:8])[N:6]([C:9]2[CH:10]=[C:11]([C:15]3[CH:20]=[CH:19][CH:18]=[CH:17][CH:16]=3)[CH:12]=[CH:13][CH:14]=2)[C:5]2[N:21]=[CH:22][CH:23]=[CH:24][C:4]=2[N:3]=1, predict the reactants needed to synthesize it. The reactants are: [CH3:1][C:2]1[C:7](=[O:8])[N:6]([C:9]2[CH:10]=[C:11]([C:15]3[CH:20]=[CH:19][CH:18]=[CH:17][CH:16]=3)[CH:12]=[CH:13][CH:14]=2)[C:5]2[N:21]=[CH:22][CH:23]=[CH:24][C:4]=2[N:3]=1.[Br:25]N1C(=O)CCC1=O. (9) Given the product [Cl:35][C:30]1[CH:31]=[CH:32][CH:33]=[CH:34][C:29]=1[CH:28]([O:36][CH:37]1[CH2:38][N:39]([C:41]([NH:43][CH2:6][CH2:5][C:4]2[CH:18]=[CH:19][CH:20]=[CH:21][CH:3]=2)=[O:42])[CH2:40]1)[C:27]1[CH:48]=[CH:49][CH:50]=[CH:51][C:26]=1[Cl:25], predict the reactants needed to synthesize it. The reactants are: Cl.Cl[C:3]1[CH:21]=[CH:20][CH:19]=[CH:18][C:4]=1[CH:5](OC1CNC1)[C:6]1C=CC=CC=1Cl.[N-]=C=O.[Cl:25][C:26]1[CH:51]=[CH:50][CH:49]=[CH:48][C:27]=1[CH:28]([O:36][CH:37]1[CH2:40][N:39]([C:41]([NH:43]C(C)(C)C)=[O:42])[CH2:38]1)[C:29]1[CH:34]=[CH:33][CH:32]=[CH:31][C:30]=1[Cl:35].